From a dataset of Catalyst prediction with 721,799 reactions and 888 catalyst types from USPTO. Predict which catalyst facilitates the given reaction. Reactant: [Cl:1][C:2]1[CH:7]=[CH:6][CH:5]=[CH:4][C:3]=1[C:8]([C:11]1[N:12]([C:28]2[CH:33]=[CH:32][C:31]([C:34]3[CH:39]=[CH:38][CH:37]=[C:36]([S:40]([CH3:43])(=[O:42])=[O:41])[CH:35]=3)=[CH:30][CH:29]=2)[CH:13]=[C:14]([CH:16]2[CH2:20][CH2:19][CH2:18][N:17]2C(OC(C)(C)C)=O)[N:15]=1)([CH3:10])[CH3:9].C(O)(C(F)(F)F)=O. Product: [Cl:1][C:2]1[CH:7]=[CH:6][CH:5]=[CH:4][C:3]=1[C:8]([C:11]1[N:12]([C:28]2[CH:33]=[CH:32][C:31]([C:34]3[CH:39]=[CH:38][CH:37]=[C:36]([S:40]([CH3:43])(=[O:42])=[O:41])[CH:35]=3)=[CH:30][CH:29]=2)[CH:13]=[C:14]([CH:16]2[CH2:20][CH2:19][CH2:18][NH:17]2)[N:15]=1)([CH3:10])[CH3:9]. The catalyst class is: 2.